From a dataset of Full USPTO retrosynthesis dataset with 1.9M reactions from patents (1976-2016). Predict the reactants needed to synthesize the given product. (1) Given the product [NH:11]1[CH2:15][CH2:14][CH:13]([NH:16][C:17]2[C:22]3[S:23][C:24]([CH3:26])=[CH:25][C:21]=3[N:20]=[C:19]([N:27]3[CH2:33][C:32]4[CH:34]=[CH:35][CH:36]=[CH:37][C:31]=4[S:30](=[O:38])[CH2:29][CH2:28]3)[N:18]=2)[CH2:12]1, predict the reactants needed to synthesize it. The reactants are: C(OC([N:11]1[CH2:15][CH2:14][CH:13]([NH:16][C:17]2[C:22]3[S:23][C:24]([CH3:26])=[CH:25][C:21]=3[N:20]=[C:19]([N:27]3[CH2:33][C:32]4[CH:34]=[CH:35][CH:36]=[CH:37][C:31]=4[S:30](=[O:38])[CH2:29][CH2:28]3)[N:18]=2)[CH2:12]1)=O)C1C=CC=CC=1.[OH-].[K+]. (2) Given the product [CH:1]1([C:4]2[N:5]=[C:6]([S:17][CH2:18][CH2:19][CH2:20][CH2:21][CH2:22][CH3:23])[N:7]=[C:8]([CH:10]=[O:11])[CH:9]=2)[CH2:3][CH2:2]1, predict the reactants needed to synthesize it. The reactants are: [CH:1]1([C:4]2[CH:9]=[C:8]([CH:10](OCC)[O:11]CC)[N:7]=[C:6]([S:17][CH2:18][CH2:19][CH2:20][CH2:21][CH2:22][CH3:23])[N:5]=2)[CH2:3][CH2:2]1.Cl.C([O-])([O-])=O.[Na+].[Na+].